This data is from Full USPTO retrosynthesis dataset with 1.9M reactions from patents (1976-2016). The task is: Predict the reactants needed to synthesize the given product. Given the product [C:45]([O:49][CH2:50][CH2:51][O:52][NH:53][C:40]([C:39]1[C:31]([NH:30][C:24]2[CH:25]=[CH:26][C:27]([I:29])=[CH:28][C:23]=2[F:22])=[C:32]([CH3:44])[C:33](=[O:43])[N:34]2[C:38]=1[CH2:37][CH2:36][CH2:35]2)=[O:41])([CH3:48])([CH3:47])[CH3:46], predict the reactants needed to synthesize it. The reactants are: CCN=C=NCCCN(C)C.C1C=CC2N(O)N=NC=2C=1.[F:22][C:23]1[CH:28]=[C:27]([I:29])[CH:26]=[CH:25][C:24]=1[NH:30][C:31]1[C:39]([C:40](O)=[O:41])=[C:38]2[N:34]([CH2:35][CH2:36][CH2:37]2)[C:33](=[O:43])[C:32]=1[CH3:44].[C:45]([O:49][CH2:50][CH2:51][O:52][NH2:53])([CH3:48])([CH3:47])[CH3:46].